Predict which catalyst facilitates the given reaction. From a dataset of Catalyst prediction with 721,799 reactions and 888 catalyst types from USPTO. (1) Reactant: N1C=CN=C1.[OH:6][C:7]1[CH:8]=[C:9]([CH:12]=[C:13]([CH3:15])[CH:14]=1)[CH:10]=[O:11].Cl[Si:17]([CH:24]([CH3:26])[CH3:25])([CH:21]([CH3:23])[CH3:22])[CH:18]([CH3:20])[CH3:19].O. Product: [CH3:15][C:13]1[CH:12]=[C:9]([CH:8]=[C:7]([O:6][Si:17]([CH:24]([CH3:26])[CH3:25])([CH:21]([CH3:23])[CH3:22])[CH:18]([CH3:20])[CH3:19])[CH:14]=1)[CH:10]=[O:11]. The catalyst class is: 369. (2) Reactant: O.[NH2:2][NH2:3].Cl[C:5]1[N:6]=[C:7]([NH2:23])[C:8]2[N:9]=[CH:10][N:11]([C:21]=2[N:22]=1)[C@@H:12]1[O:20][C@H:17]([CH2:18][OH:19])[C@@H:15]([OH:16])[C@H:13]1[OH:14]. The catalyst class is: 6. Product: [NH:2]([C:5]1[N:6]=[C:7]([NH2:23])[C:8]2[N:9]=[CH:10][N:11]([C:21]=2[N:22]=1)[C@@H:12]1[O:20][C@H:17]([CH2:18][OH:19])[C@@H:15]([OH:16])[C@H:13]1[OH:14])[NH2:3]. (3) Reactant: [Br:1][C:2]1[CH:30]=[CH:29][C:5]([O:6][CH2:7][C@H:8]([CH3:28])[CH2:9][O:10][Si:11]([C:24]([CH3:27])([CH3:26])[CH3:25])([C:18]2C=CC=CC=2)[C:12]2C=CC=CC=2)=[CH:4][CH:3]=1.CCCC[N+](CCCC)(CCCC)CCCC.[F-]. Product: [Br:1][C:2]1[CH:3]=[CH:4][C:5]([O:6][CH2:7][C@H:8]([CH3:28])[CH2:9][O:10][Si:11]([C:24]([CH3:25])([CH3:27])[CH3:26])([CH3:12])[CH3:18])=[CH:29][CH:30]=1. The catalyst class is: 1.